From a dataset of Catalyst prediction with 721,799 reactions and 888 catalyst types from USPTO. Predict which catalyst facilitates the given reaction. (1) Reactant: [CH3:1][C:2]1[O:3][C:4]2[CH2:9][N:8](C(OC(C)(C)C)=O)[CH2:7][C:5]=2[N:6]=1.Cl. Product: [CH3:1][C:2]1[O:3][C:4]2[CH2:9][NH:8][CH2:7][C:5]=2[N:6]=1. The catalyst class is: 12. (2) Reactant: [CH3:1][O:2][CH2:3][C:4]1[C:5]([C:28]2[CH:33]=[CH:32][CH:31]=[CH:30][CH:29]=2)=[C:6]([O:14][C:15]2[CH:20]=[CH:19][C:18](/[CH:21]=[CH:22]/[C:23]([O:25]CC)=[O:24])=[CH:17][CH:16]=2)[C:7]2[C:12]([CH:13]=1)=[CH:11][CH:10]=[CH:9][CH:8]=2.[OH-].[Na+]. Product: [CH3:1][O:2][CH2:3][C:4]1[C:5]([C:28]2[CH:33]=[CH:32][CH:31]=[CH:30][CH:29]=2)=[C:6]([O:14][C:15]2[CH:20]=[CH:19][C:18](/[CH:21]=[CH:22]/[C:23]([OH:25])=[O:24])=[CH:17][CH:16]=2)[C:7]2[C:12]([CH:13]=1)=[CH:11][CH:10]=[CH:9][CH:8]=2. The catalyst class is: 242.